Task: Predict the reaction yield, written as a fraction of the theoretical maximum amount of product (1.0 means a 100% yield; for example, 0.34 means a 34% yield).. Dataset: Reaction yield outcomes from USPTO patents with 853,638 reactions (1) The reactants are C(Cl)CCl.[CH2:5]([C:8]1[C:16]([N:17]([CH2:24][CH3:25])[CH:18]2[CH2:23][CH2:22][O:21][CH2:20][CH2:19]2)=[CH:15][CH:14]=[CH:13][C:9]=1[C:10]([OH:12])=O)[CH:6]=[CH2:7].[CH2:26]([C:30]1[CH:35]=[C:34]([CH3:36])[N:33]=[C:32]([O:37][CH3:38])[C:31]=1[CH2:39][NH2:40])[CH2:27][CH:28]=[CH2:29].C1C=NC2N(O)N=NC=2C=1.CN1CCOCC1. The catalyst is C(Cl)Cl. The product is [CH2:5]([C:8]1[C:16]([N:17]([CH2:24][CH3:25])[CH:18]2[CH2:23][CH2:22][O:21][CH2:20][CH2:19]2)=[CH:15][CH:14]=[CH:13][C:9]=1[C:10]([NH:40][CH2:39][C:31]1[C:32]([O:37][CH3:38])=[N:33][C:34]([CH3:36])=[CH:35][C:30]=1[CH2:26][CH2:27][CH:28]=[CH2:29])=[O:12])[CH:6]=[CH2:7]. The yield is 0.760. (2) The yield is 0.540. The catalyst is CN(C=O)C. The product is [C:3]([C:2]([NH:1][C:27](=[O:28])[C:26]1[CH:30]=[CH:31][C:23]([O:22][C:21]([F:20])([F:32])[F:33])=[CH:24][CH:25]=1)([CH3:19])[CH2:5][O:6][C:7]1[CH:8]=[CH:9][C:10]2[CH2:14][O:13][B:12]([OH:15])[C:11]=2[C:16]=1[O:17][CH3:18])#[N:4]. The reactants are [NH2:1][C:2]([CH3:19])([CH2:5][O:6][C:7]1[CH:8]=[CH:9][C:10]2[CH2:14][O:13][B:12]([OH:15])[C:11]=2[C:16]=1[O:17][CH3:18])[C:3]#[N:4].[F:20][C:21]([F:33])([F:32])[O:22][C:23]1[CH:31]=[CH:30][C:26]([C:27](O)=[O:28])=[CH:25][CH:24]=1.CN(C(ON1N=NC2C=CC=NC1=2)=[N+](C)C)C.F[P-](F)(F)(F)(F)F.CCN(C(C)C)C(C)C. (3) The reactants are [C:1]([O:5][C:6](=[O:44])[NH:7][C@@H:8]([C@H:35]([CH3:43])[CH2:36][CH:37]([CH3:42])[CH2:38][CH2:39][CH:40]=C)[C:9]([N:11]1[CH2:15][C@H:14]([OH:16])[CH2:13][C@H:12]1[C:17](=[O:34])[NH:18][C@:19]1([C:24](=[O:33])[NH:25][S:26]([C:29]2([CH3:32])[CH2:31][CH2:30]2)(=[O:28])=[O:27])[CH2:21][C@H:20]1[CH:22]=C)=[O:10])([CH3:4])([CH3:3])[CH3:2]. The catalyst is ClCCCl.CC1C=C(C)C(N2C(=[Ru](Cl)(Cl)=CC3C=CC=CC=3OC(C)C)N(C3C(C)=CC(C)=CC=3C)CC2)=C(C)C=1. The product is [C:1]([O:5][C:6](=[O:44])[NH:7][C@@H:8]1[C:9](=[O:10])[N:11]2[CH2:15][C@H:14]([OH:16])[CH2:13][C@H:12]2[C:17](=[O:34])[NH:18][C@:19]2([C:24](=[O:33])[NH:25][S:26]([C:29]3([CH3:32])[CH2:30][CH2:31]3)(=[O:27])=[O:28])[CH2:21][C@H:20]2[CH:22]=[CH:40][CH2:39][CH2:38][CH:37]([CH3:42])[CH2:36][C@H:35]1[CH3:43])([CH3:4])([CH3:3])[CH3:2]. The yield is 0.700. (4) The reactants are [CH2:1]([O:3][C:4]1[C:12]([F:13])=[CH:11][CH:10]=[C:9]2[C:5]=1[C:6]([CH2:15][C:16]([O:18]C)=[O:17])=[CH:7][N:8]2[CH3:14])[CH3:2].[OH-].[Na+].Cl. The catalyst is CO. The product is [CH2:1]([O:3][C:4]1[C:12]([F:13])=[CH:11][CH:10]=[C:9]2[C:5]=1[C:6]([CH2:15][C:16]([OH:18])=[O:17])=[CH:7][N:8]2[CH3:14])[CH3:2]. The yield is 0.940. (5) The reactants are Br[C:2]1[CH:7]=[CH:6][C:5]([OH:8])=[CH:4][N:3]=1.[C:9]([C:11]1[CH:16]=[CH:15][C:14](B(O)O)=[CH:13][CH:12]=1)#[N:10]. No catalyst specified. The product is [OH:8][C:5]1[CH:6]=[CH:7][C:2]([C:14]2[CH:15]=[CH:16][C:11]([C:9]#[N:10])=[CH:12][CH:13]=2)=[N:3][CH:4]=1. The yield is 0.260. (6) No catalyst specified. The product is [CH2:34]([NH:30][C:29]([C:23]1[C:20]2[CH:21]=[N:22][C:17]([NH:15][C:13]3[CH:12]=[CH:11][N:10]=[C:9]([N:6]4[CH2:5][CH2:4][CH:3]([O:2][CH3:1])[CH2:8][CH2:7]4)[N:14]=3)=[CH:18][C:19]=2[N:25]([CH:26]([CH3:27])[CH3:28])[CH:24]=1)=[O:44])[CH3:35]. The yield is 0.170. The reactants are [CH3:1][O:2][CH:3]1[CH2:8][CH2:7][N:6]([C:9]2[N:14]=[C:13]([NH2:15])[CH:12]=[CH:11][N:10]=2)[CH2:5][CH2:4]1.Cl[C:17]1[N:22]=[CH:21][C:20]2[C:23]([C:29]3C=CN[N:30]=3)=[CH:24][N:25]([CH:26]([CH3:28])[CH3:27])[C:19]=2[CH:18]=1.[CH3:34][C:35](C)([O-])C.[Na+].CC([OH:44])(C)C.